Dataset: Reaction yield outcomes from USPTO patents with 853,638 reactions. Task: Predict the reaction yield, written as a fraction of the theoretical maximum amount of product (1.0 means a 100% yield; for example, 0.34 means a 34% yield). (1) The reactants are [NH2:1][C:2]1[CH:7]=[CH:6][C:5]([S:8]([N:11]([CH2:16][C@H:17]2[O:21]C(C)(C)[N:19]([C:24]([O:26][C@H:27]3[C@H:34]4[C@H:30]([O:31][CH2:32][CH2:33]4)[O:29][CH2:28]3)=[O:25])[C@H:18]2[CH2:35][C:36]2[CH:41]=[CH:40][C:39]([O:42][CH2:43][C:44]3[CH:49]=[CH:48][CH:47]=[C:46]([C:50]#[N:51])[CH:45]=3)=[CH:38][CH:37]=2)[CH2:12][CH:13]([CH3:15])[CH3:14])(=[O:10])=[O:9])=[CH:4][CH:3]=1.Cl.C([O-])([O-])=O.[Na+].[Na+]. The catalyst is O1CCOCC1.O. The product is [NH2:1][C:2]1[CH:3]=[CH:4][C:5]([S:8]([N:11]([CH2:12][CH:13]([CH3:15])[CH3:14])[CH2:16][C@@H:17]([OH:21])[C@@H:18]([NH:19][C:24](=[O:25])[O:26][C@H:27]2[C@H:34]3[C@H:30]([O:31][CH2:32][CH2:33]3)[O:29][CH2:28]2)[CH2:35][C:36]2[CH:41]=[CH:40][C:39]([O:42][CH2:43][C:44]3[CH:49]=[CH:48][CH:47]=[C:46]([C:50]#[N:51])[CH:45]=3)=[CH:38][CH:37]=2)(=[O:9])=[O:10])=[CH:6][CH:7]=1. The yield is 0.610. (2) The catalyst is CC(=O)CC. The product is [I:28][C:21]1[N:20]=[CH:19][N:18]=[C:17]2[C:22]=1[N:23]=[CH:24][N:16]2[C@H:7]1[C@@H:5]2[O:6][C:2]([CH3:26])([CH3:1])[O:3][C@@H:4]2[C@@H:9]([CH2:10][NH:11][S:12]([NH2:15])(=[O:14])=[O:13])[O:8]1. The yield is 0.610. The reactants are [CH3:1][C:2]1([CH3:26])[O:6][C@H:5]2[C@H:7]([N:16]3[CH:24]=[N:23][C:22]4[C:17]3=[N:18][CH:19]=[N:20][C:21]=4Cl)[O:8][C@H:9]([CH2:10][NH:11][S:12]([NH2:15])(=[O:14])=[O:13])[C@H:4]2[O:3]1.[Na+].[I-:28].FC(F)(F)C(O)=O. (3) The reactants are [CH3:1][O:2][C:3]1[CH:4]=[C:5]([NH:13][C:14]2[CH:19]=[N:18][CH:17]=[C:16](Cl)[N:15]=2)[CH:6]=[C:7]([O:11][CH3:12])[C:8]=1[O:9][CH3:10].[CH:21]([C:23]1[CH:28]=[CH:27][C:26](B(O)O)=[CH:25][CH:24]=1)=[O:22]. No catalyst specified. The product is [CH3:1][O:2][C:3]1[CH:4]=[C:5]([NH:13][C:14]2[CH:19]=[N:18][CH:17]=[C:16]([C:26]3[CH:27]=[CH:28][C:23]([CH:21]=[O:22])=[CH:24][CH:25]=3)[N:15]=2)[CH:6]=[C:7]([O:11][CH3:12])[C:8]=1[O:9][CH3:10]. The yield is 0.617. (4) The reactants are [NH2:1][C:2]1[CH:19]=[CH:18][C:5]2[CH2:6][N:7]([C:11]([O:13][C:14]([CH3:17])([CH3:16])[CH3:15])=[O:12])[CH2:8][CH2:9][CH2:10][C:4]=2[CH:3]=1.[C:20](Cl)([O:22][CH2:23][C:24]1[CH:29]=[CH:28][CH:27]=[CH:26][CH:25]=1)=[O:21].C(N(CC)CC)C.O. The catalyst is C1COCC1. The product is [CH2:23]([O:22][C:20]([NH:1][C:2]1[CH:19]=[CH:18][C:5]2[CH2:6][N:7]([C:11]([O:13][C:14]([CH3:16])([CH3:15])[CH3:17])=[O:12])[CH2:8][CH2:9][CH2:10][C:4]=2[CH:3]=1)=[O:21])[C:24]1[CH:29]=[CH:28][CH:27]=[CH:26][CH:25]=1. The yield is 0.730. (5) The reactants are [NH2:1][C:2]1[CH:16]=[CH:15][C:5]([CH2:6][CH:7]2[CH2:11][CH2:10][CH2:9][N:8]2[CH2:12][CH2:13][CH3:14])=[CH:4][CH:3]=1.[CH:17]([C:20]1[CH:25]=[CH:24][C:23]([S:26](Cl)(=[O:28])=[O:27])=[CH:22][CH:21]=1)([CH3:19])[CH3:18].Cl. The catalyst is N1C=CC=CC=1.ClCCl.C(OCC)(=O)C. The product is [CH:17]([C:20]1[CH:25]=[CH:24][C:23]([S:26]([NH:1][C:2]2[CH:16]=[CH:15][C:5]([CH2:6][CH:7]3[CH2:11][CH2:10][CH2:9][N:8]3[CH2:12][CH2:13][CH3:14])=[CH:4][CH:3]=2)(=[O:28])=[O:27])=[CH:22][CH:21]=1)([CH3:19])[CH3:18]. The yield is 0.300. (6) The catalyst is C1COCC1.C(Cl)Cl.CCOC(C)=O. The yield is 0.800. The reactants are [CH3:1][C@H:2]1[CH2:30][O:29][C@@:5]2([O:9][C@H:8]3[CH2:10][C@H:11]4[C@@H:16]5[CH2:17][CH2:18][C@@H:19]6[CH2:25][C:23](=[O:24])[CH2:22][CH2:21][C@:20]6([CH3:26])[C@H:15]5[CH2:14][CH2:13][C@:12]4([CH3:27])[C@H:7]3[C@@H:6]2[CH3:28])[CH2:4][CH2:3]1.C(O[AlH-](OC(C)(C)C)OC(C)(C)C)(C)(C)C.[Li+].C(Cl)Cl.CCOC(C)=O. The product is [CH3:1][C@@H:2]1[CH2:30][O:29][C@@:5]2([O:9][C@H:8]3[CH2:10][C@H:11]4[C@@H:16]5[CH2:17][CH2:18][C@@H:19]6[CH2:25][C@H:23]([OH:24])[CH2:22][CH2:21][C@:20]6([CH3:26])[C@H:15]5[CH2:14][CH2:13][C@:12]4([CH3:27])[C@H:7]3[C@@H:6]2[CH3:28])[CH2:4][CH2:3]1. (7) The reactants are [F:1][C:2]1[CH:3]=[CH:4][C:5]([NH:8][NH2:9])=[N:6][CH:7]=1.[CH3:10][C:11]([O:14][C:15]([N:17]1[CH2:21][C@H:20]([C:22](O)=[O:23])[CH2:19][CH2:18]1)=[O:16])([CH3:13])[CH3:12].C1C=CC2N(O)N=NC=2C=1.C(Cl)CCl. The catalyst is C(Cl)Cl.O. The product is [C:11]([O:14][C:15]([N:17]1[CH2:18][CH2:19][C@@H:20]([C:22]([NH:9][NH:8][C:5]2[CH:4]=[CH:3][C:2]([F:1])=[CH:7][N:6]=2)=[O:23])[CH2:21]1)=[O:16])([CH3:13])([CH3:12])[CH3:10]. The yield is 0.910. (8) The reactants are ClCCl.[C:4]([O:8][C:9](C(C)(C)C)=[O:10])([CH3:7])([CH3:6])[CH3:5].[NH2:15][CH2:16][CH2:17][C:18]1[CH:23]=[CH:22][C:21]([S:24]([NH2:27])(=[O:26])=[O:25])=[CH:20][CH:19]=1. The catalyst is C(OCC)(=O)C. The product is [S:24]([C:21]1[CH:20]=[CH:19][C:18]([CH2:17][CH2:16][NH:15][C:9](=[O:10])[O:8][C:4]([CH3:5])([CH3:6])[CH3:7])=[CH:23][CH:22]=1)(=[O:25])(=[O:26])[NH2:27]. The yield is 0.530.